Dataset: Catalyst prediction with 721,799 reactions and 888 catalyst types from USPTO. Task: Predict which catalyst facilitates the given reaction. (1) Reactant: [CH3:1][S:2]([C:5]1[CH:10]=[CH:9][C:8]([C:11]2[N:16]=[CH:15][C:14]([CH2:17][N:18]([CH2:32][CH2:33][CH3:34])[CH:19]3[CH2:24][CH2:23][N:22](C(OC(C)(C)C)=O)[CH2:21][CH2:20]3)=[CH:13][CH:12]=2)=[CH:7][CH:6]=1)(=[O:4])=[O:3].C(O)(C(F)(F)F)=O. Product: [CH3:1][S:2]([C:5]1[CH:6]=[CH:7][C:8]([C:11]2[N:16]=[CH:15][C:14]([CH2:17][N:18]([CH2:32][CH2:33][CH3:34])[CH:19]3[CH2:24][CH2:23][NH:22][CH2:21][CH2:20]3)=[CH:13][CH:12]=2)=[CH:9][CH:10]=1)(=[O:3])=[O:4]. The catalyst class is: 2. (2) The catalyst class is: 2. Product: [Br:58][CH2:25][C:22]1[N:21]=[CH:20][C:19]([C:17]2[CH:16]=[C:15]([N:27]([CH2:34][CH3:35])[CH:28]3[CH2:33][CH2:32][O:31][CH2:30][CH2:29]3)[C:14]([CH3:36])=[C:13]([CH:18]=2)[C:12]([NH:11][CH2:10][C:3]2[C:4](=[O:9])[NH:5][C:6]([CH3:8])=[CH:7][C:2]=2[CH3:1])=[O:37])=[CH:24][CH:23]=1. Reactant: [CH3:1][C:2]1[CH:7]=[C:6]([CH3:8])[NH:5][C:4](=[O:9])[C:3]=1[CH2:10][NH:11][C:12](=[O:37])[C:13]1[CH:18]=[C:17]([C:19]2[CH:20]=[N:21][C:22]([CH2:25]O)=[CH:23][CH:24]=2)[CH:16]=[C:15]([N:27]([CH2:34][CH3:35])[CH:28]2[CH2:33][CH2:32][O:31][CH2:30][CH2:29]2)[C:14]=1[CH3:36].C1(P(C2C=CC=CC=2)C2C=CC=CC=2)C=CC=CC=1.C(Br)(Br)(Br)[Br:58].O. (3) Reactant: Cl[C:2]1[C:7]2=[CH:8][N:9]([C:11]3[C:16]([Cl:17])=[CH:15][CH:14]=[CH:13][C:12]=3[Cl:18])[N:10]=[C:6]2[CH:5]=[CH:4][N:3]=1.[CH:19]1([C:22]2[N:27]=[CH:26][N:25]=[C:24]([NH2:28])[CH:23]=2)[CH2:21][CH2:20]1.CC1(C)C2C(=C(P(C3C=CC=CC=3)C3C=CC=CC=3)C=CC=2)OC2C(P(C3C=CC=CC=3)C3C=CC=CC=3)=CC=CC1=2.C(=O)([O-])[O-].[Cs+].[Cs+]. Product: [CH:19]1([C:22]2[N:27]=[CH:26][N:25]=[C:24]([NH:28][C:2]3[C:7]4=[CH:8][N:9]([C:11]5[C:16]([Cl:17])=[CH:15][CH:14]=[CH:13][C:12]=5[Cl:18])[N:10]=[C:6]4[CH:5]=[CH:4][N:3]=3)[CH:23]=2)[CH2:21][CH2:20]1. The catalyst class is: 62. (4) Reactant: [C:1]([CH2:3][C:4]([NH:6][C:7]1[CH:8]=[N:9][CH:10]=[CH:11][C:12]=1[O:13][CH3:14])=[O:5])#[N:2].C([O-])(=O)C.[Na+].[Cl:20][C:21]([Cl:25])([Cl:24])[C:22]#[N:23]. Product: [NH2:23][C:22]([C:21]([Cl:25])([Cl:24])[Cl:20])=[C:3]([C:1]#[N:2])[C:4]([NH:6][C:7]1[CH:8]=[N:9][CH:10]=[CH:11][C:12]=1[O:13][CH3:14])=[O:5]. The catalyst class is: 8.